This data is from Blood-brain barrier penetration binary classification data from Martins et al.. The task is: Regression/Classification. Given a drug SMILES string, predict its absorption, distribution, metabolism, or excretion properties. Task type varies by dataset: regression for continuous measurements (e.g., permeability, clearance, half-life) or binary classification for categorical outcomes (e.g., BBB penetration, CYP inhibition). Dataset: bbb_martins. (1) The drug is CC(=O)OCC/C(SC(C)=O)=C(/C)N(C=O)Cc1cnc(C)nc1N. The result is 1 (penetrates BBB). (2) The drug is COC(=O)[C@H]1[C@H]2C[C@@H]3c4[nH]c5ccccc5c4CCN3C[C@H]2C[C@@H](OC(=O)c2cc(OC)c(OC)c(OC)c2)[C@@H]1OC. The result is 1 (penetrates BBB). (3) The drug is Clc1ccc(COC(Cn2ccnc2)c2ccc(Cl)cc2Cl)cc1. The result is 0 (does not penetrate BBB). (4) The result is 1 (penetrates BBB). The molecule is CN(C)CC(Oc1ccccc1)Oc1ccccc1. (5) The molecule is CC(=O)C1CCC2C3CC(C)C4=CC(=O)C=CC4(C)C3C(O)CC12C. The result is 1 (penetrates BBB). (6) The molecule is Cc1cccc(N2CCN(CCc3cc(C)[nH]n3)CC2)c1. The result is 1 (penetrates BBB).